From a dataset of Forward reaction prediction with 1.9M reactions from USPTO patents (1976-2016). Predict the product of the given reaction. (1) Given the reactants Cl[C:2]1[C:3]2[CH2:11][CH2:10][N:9]([C:12]3[C:17]([Cl:18])=[CH:16][CH:15]=[CH:14][N:13]=3)[CH2:8][C:4]=2[N:5]=[CH:6][N:7]=1.[NH2:19][C:20]1[CH:28]=[C:27]2[C:23]([C:24]([CH3:31])([CH3:30])[C:25](=[O:29])[NH:26]2)=[CH:22][CH:21]=1.C(#N)C.C([O-])(O)=O.[Na+], predict the reaction product. The product is: [Cl:18][C:17]1[C:12]([N:9]2[CH2:10][CH2:11][C:3]3[C:2]([NH:19][C:20]4[CH:28]=[C:27]5[C:23]([C:24]([CH3:31])([CH3:30])[C:25](=[O:29])[NH:26]5)=[CH:22][CH:21]=4)=[N:7][CH:6]=[N:5][C:4]=3[CH2:8]2)=[N:13][CH:14]=[CH:15][CH:16]=1. (2) Given the reactants [CH3:1][C:2]1[CH:6]=[CH:5][S:4][C:3]=1[CH:7]1[O:11][CH2:10][CH2:9][O:8]1.CCCCCC.C([Li])CCC.CN(C)[CH:25]=[O:26].[Cl-].[NH4+], predict the reaction product. The product is: [O:8]1[CH2:9][CH2:10][O:11][CH:7]1[C:3]1[S:4][C:5]([CH:25]=[O:26])=[CH:6][C:2]=1[CH3:1]. (3) Given the reactants CO[C:3](=[O:15])[C:4]1[CH:9]=[CH:8][CH:7]=[C:6]([N+:10]([O-:12])=[O:11])[C:5]=1[CH2:13]Br.Cl.[NH2:17][CH:18]1[CH2:23][CH2:22][C:21](=[O:24])[NH:20][C:19]1=[O:25].CC(O)C.C(N(CC)CC)C, predict the reaction product. The product is: [N+:10]([C:6]1[CH:7]=[CH:8][CH:9]=[C:4]2[C:5]=1[CH2:13][N:17]([CH:18]1[CH2:23][CH2:22][C:21](=[O:24])[NH:20][C:19]1=[O:25])[C:3]2=[O:15])([O-:12])=[O:11]. (4) Given the reactants [F:1][C:2]1[CH:7]=[CH:6][C:5]([OH:8])=[C:4]([CH:9]2[CH2:14][CH2:13][NH:12][CH2:11][CH2:10]2)[CH:3]=1.C(N(CC)CC)C.[C:22](O[C:22]([O:24][C:25]([CH3:28])([CH3:27])[CH3:26])=[O:23])([O:24][C:25]([CH3:28])([CH3:27])[CH3:26])=[O:23].C(OCC)(=O)C, predict the reaction product. The product is: [C:25]([O:24][C:22]([N:12]1[CH2:11][CH2:10][CH:9]([C:4]2[CH:3]=[C:2]([F:1])[CH:7]=[CH:6][C:5]=2[OH:8])[CH2:14][CH2:13]1)=[O:23])([CH3:28])([CH3:27])[CH3:26]. (5) Given the reactants [F:1][C:2]1[CH:12]=[C:11]([NH:13][C:14]([C:16]2[CH:25]=[CH:24][C:23]3[C:22]([CH3:27])([CH3:26])[CH2:21][CH:20]=[C:19]([C:28]4[CH:33]=[CH:32][C:31]([CH3:34])=[CH:30][CH:29]=4)[C:18]=3[CH:17]=2)=[O:15])[CH:10]=[CH:9][C:3]=1[C:4]([O:6]CC)=[O:5].[OH-].[Na+], predict the reaction product. The product is: [F:1][C:2]1[CH:12]=[C:11]([NH:13][C:14]([C:16]2[CH:25]=[CH:24][C:23]3[C:22]([CH3:27])([CH3:26])[CH2:21][CH:20]=[C:19]([C:28]4[CH:29]=[CH:30][C:31]([CH3:34])=[CH:32][CH:33]=4)[C:18]=3[CH:17]=2)=[O:15])[CH:10]=[CH:9][C:3]=1[C:4]([OH:6])=[O:5]. (6) Given the reactants COC(=O)CCCCCO[C:10]1[CH:15]=[CH:14][C:13]([NH2:16])=[C:12]([NH2:17])[CH:11]=1.[CH3:19]OC(OC)(OC)C1C=CC=CC=1, predict the reaction product. The product is: [N:17]1[C:12]2[CH:11]=[CH:10][CH:15]=[CH:14][C:13]=2[NH:16][CH:19]=1. (7) Given the reactants [CH:1]([C:3]1[C:11]2[C:6](=[CH:7][CH:8]=[C:9]([C:12]3[CH:13]=[C:14]([NH:18][C:19](=[O:24])[CH2:20][CH:21]([CH3:23])[CH3:22])[CH:15]=[N:16][CH:17]=3)[CH:10]=2)[N:5](C2CCCCO2)[N:4]=1)=O.[CH3:31][N:32]1[CH2:37][CH2:36][N:35]([C:38]2[C:39]([NH2:45])=[C:40]([NH2:44])[CH:41]=[N:42][CH:43]=2)[CH2:34][CH2:33]1.[S].[SiH](CC)(CC)CC.C(O)(C(F)(F)F)=O, predict the reaction product. The product is: [CH3:22][CH:21]([CH3:23])[CH2:20][C:19]([NH:18][C:14]1[CH:15]=[N:16][CH:17]=[C:12]([C:9]2[CH:10]=[C:11]3[C:6](=[CH:7][CH:8]=2)[NH:5][N:4]=[C:3]3[C:1]2[NH:44][C:40]3[CH:41]=[N:42][CH:43]=[C:38]([N:35]4[CH2:34][CH2:33][N:32]([CH3:31])[CH2:37][CH2:36]4)[C:39]=3[N:45]=2)[CH:13]=1)=[O:24].